This data is from Ames mutagenicity test results for genotoxicity prediction. The task is: Regression/Classification. Given a drug SMILES string, predict its toxicity properties. Task type varies by dataset: regression for continuous values (e.g., LD50, hERG inhibition percentage) or binary classification for toxic/non-toxic outcomes (e.g., AMES mutagenicity, cardiotoxicity, hepatotoxicity). Dataset: ames. (1) The result is 1 (mutagenic). The compound is Clc1c2ccccc2cc2ccccc12. (2) The molecule is OC[C@H]1CO1. The result is 1 (mutagenic).